Regression. Given two drug SMILES strings and cell line genomic features, predict the synergy score measuring deviation from expected non-interaction effect. From a dataset of NCI-60 drug combinations with 297,098 pairs across 59 cell lines. Drug 1: CNC(=O)C1=CC=CC=C1SC2=CC3=C(C=C2)C(=NN3)C=CC4=CC=CC=N4. Synergy scores: CSS=8.22, Synergy_ZIP=-4.43, Synergy_Bliss=-0.171, Synergy_Loewe=-5.53, Synergy_HSA=-1.74. Cell line: A498. Drug 2: CN(CCCl)CCCl.Cl.